This data is from hERG potassium channel inhibition data for cardiac toxicity prediction from Karim et al.. The task is: Regression/Classification. Given a drug SMILES string, predict its toxicity properties. Task type varies by dataset: regression for continuous values (e.g., LD50, hERG inhibition percentage) or binary classification for toxic/non-toxic outcomes (e.g., AMES mutagenicity, cardiotoxicity, hepatotoxicity). Dataset: herg_karim. The molecule is C=CC(=O)Nc1cc(Nc2nccc(-c3c[nH]c4ccccc34)n2)c(OC)cc1N1CCN(C)CC1. The result is 1 (blocker).